From a dataset of Forward reaction prediction with 1.9M reactions from USPTO patents (1976-2016). Predict the product of the given reaction. (1) Given the reactants [CH2:1]([CH:3]1[NH:8][CH:7]([C:9]2[CH:14]=[CH:13][CH:12]=[CH:11][CH:10]=2)[CH:6]([NH2:15])[CH2:5][CH2:4]1)[CH3:2].C([C@@H]1N[C@@H](C2C=CC=CC=2)[C@@H](N)CC1)C.C([C@H]1N[C@H](C2C=CC=CC=2)[C@H](N)CC1)C.[CH3:46][O:47][C:48]1[CH:49]=[C:50]2[C:55](=[CH:56][C:57]=1[CH:58]=O)[N:54]([CH3:60])[C:53](=[O:61])[CH2:52][CH2:51]2, predict the reaction product. The product is: [CH2:1]([CH:3]1[NH:8][CH:7]([C:9]2[CH:14]=[CH:13][CH:12]=[CH:11][CH:10]=2)[CH:6]([NH:15][CH2:58][C:57]2[CH:56]=[C:55]3[C:50]([CH2:51][CH2:52][C:53](=[O:61])[N:54]3[CH3:60])=[CH:49][C:48]=2[O:47][CH3:46])[CH2:5][CH2:4]1)[CH3:2]. (2) Given the reactants [CH2:1]([O:3][C:4]([C@@H:6]1[CH2:8][C@H:7]1[C:9]([OH:11])=O)=[O:5])[CH3:2].[C:12]1([CH:18]([C:25]2[CH:30]=[CH:29][CH:28]=[CH:27][CH:26]=2)[N:19]2[CH2:24][CH2:23][NH:22][CH2:21][CH2:20]2)[CH:17]=[CH:16][CH:15]=[CH:14][CH:13]=1.C(N(C(C)C)CC)(C)C.CN(C(ON1N=NC2C=CC=NC1=2)=[N+](C)C)C.F[P-](F)(F)(F)(F)F, predict the reaction product. The product is: [CH2:1]([O:3][C:4]([C@@H:6]1[CH2:8][C@H:7]1[C:9]([N:22]1[CH2:23][CH2:24][N:19]([CH:18]([C:12]2[CH:17]=[CH:16][CH:15]=[CH:14][CH:13]=2)[C:25]2[CH:30]=[CH:29][CH:28]=[CH:27][CH:26]=2)[CH2:20][CH2:21]1)=[O:11])=[O:5])[CH3:2]. (3) Given the reactants [F:1][C:2]1[CH:3]=[C:4]([CH2:9][C:10]([NH:12][C@H:13]([C:15]([NH:17][CH2:18][C:19]([OH:21])=[O:20])=[O:16])[CH3:14])=[O:11])[CH:5]=[C:6]([F:8])[CH:7]=1.[C:22]1([CH2:28][CH2:29][CH2:30]O)[CH:27]=[CH:26][CH:25]=[CH:24][CH:23]=1, predict the reaction product. The product is: [C:22]1([CH2:28][CH2:29][CH2:30][O:20][C:19](=[O:21])[CH2:18][NH:17][C:15](=[O:16])[C@H:13]([CH3:14])[NH:12][C:10](=[O:11])[CH2:9][C:4]2[CH:3]=[C:2]([F:1])[CH:7]=[C:6]([F:8])[CH:5]=2)[CH:27]=[CH:26][CH:25]=[CH:24][CH:23]=1. (4) Given the reactants [ClH:1].CC(C)(C)C(O[NH:7][C@@H:8]1[C:14](=[O:15])[NH:13][C:12]2[C:16]([O:20][CH3:21])=[CH:17][CH:18]=[CH:19][C:11]=2[S:10][CH2:9]1)=O, predict the reaction product. The product is: [ClH:1].[NH2:7][C@@H:8]1[C:14](=[O:15])[NH:13][C:12]2[C:16]([O:20][CH3:21])=[CH:17][CH:18]=[CH:19][C:11]=2[S:10][CH2:9]1.